Task: Predict the reactants needed to synthesize the given product.. Dataset: Full USPTO retrosynthesis dataset with 1.9M reactions from patents (1976-2016) Given the product [CH3:1][O:3][C:12]1[CH:13]=[CH:14][C:9]([CH:15]=[CH:17][C:19]2[CH:24]=[CH:23][C:22]([N:31]([C:28]3[CH:29]=[CH:30][C:25]([CH3:47])=[CH:26][CH:27]=3)[C:40]3[CH:41]=[CH:42][C:43]([CH3:46])=[CH:44][CH:45]=3)=[CH:21][CH:20]=2)=[CH:10][CH:11]=1, predict the reactants needed to synthesize it. The reactants are: [CH2:1]([O:3]P(=O)OCC)C.[C:9]1([C:15]([C:17]([C:19]2[CH:24]=[CH:23][CH:22]=[CH:21][CH:20]=2)=O)=O)[CH:14]=[CH:13][CH:12]=[CH:11][CH:10]=1.[C:25]1([CH3:47])[CH:30]=[CH:29][C:28]([N:31]([C:40]2[CH:45]=[CH:44][C:43]([CH3:46])=[CH:42][CH:41]=2)C2C=CC(C=O)=CC=2)=[CH:27][CH:26]=1.C(O[K])(C)(C)C.